Dataset: Full USPTO retrosynthesis dataset with 1.9M reactions from patents (1976-2016). Task: Predict the reactants needed to synthesize the given product. (1) Given the product [Cl:1][C:2]1[N:6]([CH:7]2[CH2:14][CH2:8]2)[N:5]=[CH:4][C:3]=1[N+:11]([O-:13])=[O:12], predict the reactants needed to synthesize it. The reactants are: [Cl:1][C:2]1[N:6]([CH2:7][CH:8](F)F)[N:5]=[CH:4][C:3]=1[N+:11]([O-:13])=[O:12].[CH:14]1(N2C=C([N+]([O-])=O)C=N2)CC1. (2) Given the product [CH3:12][NH:13][C:2]1[CH:3]=[C:4]([OH:11])[CH:5]=[CH:6][C:7]=1[N+:8]([O-:10])=[O:9], predict the reactants needed to synthesize it. The reactants are: F[C:2]1[CH:3]=[C:4]([OH:11])[CH:5]=[CH:6][C:7]=1[N+:8]([O-:10])=[O:9].[CH3:12][NH2:13]. (3) The reactants are: [Cl:1][C:2]1[CH:7]=[CH:6][C:5]([C:8]2[N:9]([CH2:23][C@H:24]([OH:29])[C:25]([F:28])([F:27])[F:26])[C:10](=[O:22])[N:11]([CH2:13][C:14]3[N:18]=[C:17]([CH:19]([OH:21])[CH3:20])[NH:16][N:15]=3)[N:12]=2)=[CH:4][CH:3]=1.[F:30][C:31]1[CH:32]=[C:33](B(O)O)[CH:34]=[C:35]([F:37])[CH:36]=1.B(O)O. Given the product [Cl:1][C:2]1[CH:3]=[CH:4][C:5]([C:8]2[N:9]([CH2:23][C@H:24]([OH:29])[C:25]([F:26])([F:28])[F:27])[C:10](=[O:22])[N:11]([CH2:13][C:14]3[N:18]=[C:17]([CH:19]([OH:21])[CH3:20])[N:16]([C:33]4[CH:32]=[C:31]([F:30])[CH:36]=[C:35]([F:37])[CH:34]=4)[N:15]=3)[N:12]=2)=[CH:6][CH:7]=1, predict the reactants needed to synthesize it.